From a dataset of Forward reaction prediction with 1.9M reactions from USPTO patents (1976-2016). Predict the product of the given reaction. (1) The product is: [CH3:1][O:2][C:3]1[CH:8]=[C:7]([CH3:9])[C:6]([S:10]([N:13]2[C:21]3[C:16](=[CH:17][CH:18]=[CH:19][CH:20]=3)[CH2:15][C@H:14]2[CH2:22][O:23][CH2:24][C:25]([OH:27])=[O:26])(=[O:12])=[O:11])=[C:5]([CH3:32])[CH:4]=1. Given the reactants [CH3:1][O:2][C:3]1[CH:8]=[C:7]([CH3:9])[C:6]([S:10]([N:13]2[C:21]3[C:16](=[CH:17][CH:18]=[CH:19][CH:20]=3)[CH2:15][C@H:14]2[CH2:22][O:23][CH2:24][C:25]([O:27]C(C)(C)C)=[O:26])(=[O:12])=[O:11])=[C:5]([CH3:32])[CH:4]=1.C(O)(C(F)(F)F)=O, predict the reaction product. (2) Given the reactants [CH2:1]([O:8][C:9](=[O:34])[NH:10][C@H:11]1[CH2:15][CH2:14][N:13]([C@H:16]2[CH2:21][CH2:20][C@@H:19]([NH:22]C(OC(C)(C)C)=O)[CH2:18][C@H:17]2[CH2:30][CH2:31][CH3:32])[C:12]1=[O:33])[C:2]1[CH:7]=[CH:6][CH:5]=[CH:4][CH:3]=1.C(O)(C(F)(F)F)=O, predict the reaction product. The product is: [NH2:22][C@@H:19]1[CH2:20][CH2:21][C@H:16]([N:13]2[CH2:14][CH2:15][C@H:11]([NH:10][C:9](=[O:34])[O:8][CH2:1][C:2]3[CH:3]=[CH:4][CH:5]=[CH:6][CH:7]=3)[C:12]2=[O:33])[C@H:17]([CH2:30][CH2:31][CH3:32])[CH2:18]1. (3) The product is: [Cl:1][C:2]1[N:11]=[C:10]([O:22][CH3:20])[C:9]([F:13])=[CH:8][C:3]=1[C:4]([O:6][CH3:7])=[O:5]. Given the reactants [Cl:1][C:2]1[N:11]=[C:10](Cl)[C:9]([F:13])=[CH:8][C:3]=1[C:4]([O:6][CH3:7])=[O:5].C[O-].[Na+].CO.O.[C:20](OCC)(=[O:22])C, predict the reaction product. (4) Given the reactants [Cl:1][C:2]1[C:3]2[CH:14]=[CH:13][CH:12]=[CH:11][C:4]=2[S:5][C:6]=1[C:7]([NH:9][NH2:10])=[O:8].[N+:15]([C:18]1[CH:25]=[CH:24][C:21]([CH:22]=O)=[CH:20][CH:19]=1)([O-:17])=[O:16], predict the reaction product. The product is: [N+:15]([C:18]1[CH:25]=[CH:24][C:21]([CH:22]=[N:10][NH:9][C:7]([C:6]2[S:5][C:4]3[CH:11]=[CH:12][CH:13]=[CH:14][C:3]=3[C:2]=2[Cl:1])=[O:8])=[CH:20][CH:19]=1)([O-:17])=[O:16]. (5) Given the reactants [CH2:1]([O:3][C:4](=[O:16])[CH2:5][N:6]1[C:14]2[C:9](=[CH:10][CH:11]=[C:12]([OH:15])[CH:13]=2)[CH:8]=[CH:7]1)[CH3:2].[F:17][C:18]([F:32])([F:31])[C:19]1[CH:24]=[CH:23][C:22]([C:25]#[C:26][CH2:27][CH2:28][CH2:29]O)=[CH:21][CH:20]=1.CN(C)C(N=NC(N(C)C)=O)=O.C(P(CCCC)CCCC)CCC, predict the reaction product. The product is: [CH2:1]([O:3][C:4](=[O:16])[CH2:5][N:6]1[C:14]2[C:9](=[CH:10][CH:11]=[C:12]([O:15][CH2:29][CH2:28][CH2:27][C:26]#[C:25][C:22]3[CH:21]=[CH:20][C:19]([C:18]([F:17])([F:31])[F:32])=[CH:24][CH:23]=3)[CH:13]=2)[CH:8]=[CH:7]1)[CH3:2].